This data is from Forward reaction prediction with 1.9M reactions from USPTO patents (1976-2016). The task is: Predict the product of the given reaction. Given the reactants [Cl:1][C:2]1[CH:3]=[C:4]([C:9]2[N:10]=[C:11]3[CH:16]=[C:15]([CH3:17])[CH:14]=[CH:13][N:12]3[C:18]=2[CH2:19][C:20](O)=[O:21])[CH:5]=[CH:6][C:7]=1[Cl:8].[N:23]1[CH:28]=[CH:27][CH:26]=[C:25]([CH2:29][NH:30][CH2:31][CH2:32][O:33][CH3:34])[CH:24]=1, predict the reaction product. The product is: [ClH:1].[CH3:34][O:33][CH2:32][CH2:31][N:30]([CH2:29][C:25]1[CH:24]=[N:23][CH:28]=[CH:27][CH:26]=1)[C:20](=[O:21])[CH2:19][C:18]1[N:12]2[CH:13]=[CH:14][C:15]([CH3:17])=[CH:16][C:11]2=[N:10][C:9]=1[C:4]1[CH:5]=[CH:6][C:7]([Cl:8])=[C:2]([Cl:1])[CH:3]=1.